The task is: Regression/Classification. Given a drug SMILES string, predict its absorption, distribution, metabolism, or excretion properties. Task type varies by dataset: regression for continuous measurements (e.g., permeability, clearance, half-life) or binary classification for categorical outcomes (e.g., BBB penetration, CYP inhibition). Dataset: cyp2c19_veith.. This data is from CYP2C19 inhibition data for predicting drug metabolism from PubChem BioAssay. (1) The molecule is O=C(Nc1cccc(F)c1)N1CCCC2(CCN(C(=O)c3ccco3)CC2)C1. The result is 1 (inhibitor). (2) The compound is COc1cccc(NC(=O)Cc2c(C(=O)O)[nH]c3ccccc23)c1. The result is 0 (non-inhibitor). (3) The molecule is Cc1cccc(-n2ncc3c(NCCCN4CCCC4=O)ncnc32)c1. The result is 1 (inhibitor). (4) The molecule is COc1ccc2[nH]cc(CCNc3cc(-c4ccccc4CN(C)C)ncn3)c2c1. The result is 0 (non-inhibitor).